From a dataset of Catalyst prediction with 721,799 reactions and 888 catalyst types from USPTO. Predict which catalyst facilitates the given reaction. Reactant: [Cl:1][C:2]1[C:11]2[C:10](=[O:12])[O:9][C:8](=[O:13])[NH:7][C:6]=2[CH:5]=[CH:4][CH:3]=1.[H-].[Na+].[CH3:16]I. Product: [Cl:1][C:2]1[C:11]2[C:10](=[O:12])[O:9][C:8](=[O:13])[N:7]([CH3:16])[C:6]=2[CH:5]=[CH:4][CH:3]=1. The catalyst class is: 9.